This data is from Forward reaction prediction with 1.9M reactions from USPTO patents (1976-2016). The task is: Predict the product of the given reaction. (1) Given the reactants C([C:4]1[N:9]=[C:8]([C:10]([O:12][CH3:13])=[O:11])[C:7]([O:14][CH3:15])=[C:6]([N:16](C(OC(C)(C)C)=O)C(OC(C)(C)C)=O)[CH:5]=1)(=O)C.COCCN(S(F)(F)F)CCOC.[C:44](O)([C:46]([F:49])(F)[F:47])=O, predict the reaction product. The product is: [NH2:16][C:6]1[CH:5]=[C:4]([C:46]([F:49])([F:47])[CH3:44])[N:9]=[C:8]([C:10]([O:12][CH3:13])=[O:11])[C:7]=1[O:14][CH3:15]. (2) Given the reactants [Cl:1][C:2]1[CH:7]=[C:6]([Cl:8])[CH:5]=[CH:4][C:3]=1[CH2:9][C:10]([OH:12])=O.C(Cl)(=O)C(Cl)=O.[CH3:19][NH:20][N:21]=[C:22]([CH3:27])[C:23]([O:25][CH3:26])=[O:24].C(N(CC)CC)C, predict the reaction product. The product is: [Cl:1][C:2]1[CH:7]=[C:6]([Cl:8])[CH:5]=[CH:4][C:3]=1[CH2:9][C:10]([CH2:19][NH:20][N:21]=[C:22]([CH3:27])[C:23]([O:25][CH3:26])=[O:24])=[O:12].